This data is from Catalyst prediction with 721,799 reactions and 888 catalyst types from USPTO. The task is: Predict which catalyst facilitates the given reaction. (1) Reactant: C([NH:8][C:9]1[C:10]2[CH:25]=[N:24][N:23]([CH2:26][CH3:27])[C:11]=2[N:12]=[CH:13][C:14]=1[C:15]1[CH2:22][C:18]2([CH2:21][CH2:20][CH2:19]2)[O:17][N:16]=1)C1C=CC=CC=1. Product: [CH2:26]([N:23]1[C:11]2[N:12]=[CH:13][C:14]([C:15]3[CH2:22][C:18]4([CH2:19][CH2:20][CH2:21]4)[O:17][N:16]=3)=[C:9]([NH2:8])[C:10]=2[CH:25]=[N:24]1)[CH3:27]. The catalyst class is: 105. (2) Reactant: [C:1]([C:4]1[CH:5]([C:22]2[CH:29]=[CH:28][C:25]([C:26]#[N:27])=[CH:24][CH:23]=2)[NH:6][C:7](=[S:21])[N:8]([C:11]2[CH:16]=[CH:15][CH:14]=[C:13]([C:17]([F:20])([F:19])[F:18])[CH:12]=2)[C:9]=1[CH3:10])(=[O:3])[CH3:2].[BH4-].[Na+]. Product: [OH:3][CH:1]([C:4]1[CH:5]([C:22]2[CH:23]=[CH:24][C:25]([C:26]#[N:27])=[CH:28][CH:29]=2)[NH:6][C:7](=[S:21])[N:8]([C:11]2[CH:16]=[CH:15][CH:14]=[C:13]([C:17]([F:20])([F:18])[F:19])[CH:12]=2)[C:9]=1[CH3:10])[CH3:2]. The catalyst class is: 5. (3) Reactant: [CH:1]([C:4]1[CH:9]=[CH:8][C:7]([CH:10]2[C:14]3[C:15]([CH3:29])=[C:16]([NH:21][C:22](=[O:28])[CH2:23][C:24]([CH3:27])([CH3:26])[CH3:25])[C:17]([CH3:20])=[C:18]([CH3:19])[C:13]=3[O:12][CH2:11]2)=[CH:6][CH:5]=1)([CH3:3])[CH3:2].CCCCCC. Product: [CH:1]([C:4]1[CH:9]=[CH:8][C:7]([C@H:10]2[C:14]3[C:15]([CH3:29])=[C:16]([NH:21][C:22](=[O:28])[CH2:23][C:24]([CH3:27])([CH3:26])[CH3:25])[C:17]([CH3:20])=[C:18]([CH3:19])[C:13]=3[O:12][CH2:11]2)=[CH:6][CH:5]=1)([CH3:2])[CH3:3]. The catalyst class is: 8. (4) Reactant: [CH2:1]([N:5]1[C:9]2[C:10](Cl)=[N:11][CH:12]=[CH:13][C:8]=2[N:7]([CH3:15])[C:6]1=[O:16])[C:2]#[C:3][CH3:4].[C:17]([O:21][C:22]([N:24]1[CH2:29][CH2:28][NH:27][CH2:26][CH2:25]1)=[O:23])([CH3:20])([CH3:19])[CH3:18].C(OCC)(=O)C.O. Product: [C:17]([O:21][C:22]([N:24]1[CH2:29][CH2:28][N:27]([C:10]2[C:9]3[N:5]([CH2:1][C:2]#[C:3][CH3:4])[C:6](=[O:16])[N:7]([CH3:15])[C:8]=3[CH:13]=[CH:12][N:11]=2)[CH2:26][CH2:25]1)=[O:23])([CH3:20])([CH3:18])[CH3:19]. The catalyst class is: 60. (5) Reactant: [N-:1]=[N+:2]=[N-:3].[Na+].[CH2:5](Br)[C:6]1[CH:11]=[CH:10][CH:9]=[CH:8][CH:7]=1. Product: [CH2:5]([N:1]=[N+:2]=[N-:3])[C:6]1[CH:11]=[CH:10][CH:9]=[CH:8][CH:7]=1. The catalyst class is: 16. (6) Reactant: [Br:1][C:2]1[CH:3]=[C:4]2[C:9](=[CH:10][C:11]=1[F:12])[N:8]=[CH:7][C:6]([N+:13]([O-])=O)=[C:5]2[NH:16][C@H:17]1[CH2:22][CH2:21][N:20]([C:23]([O:25][C:26]([CH3:29])([CH3:28])[CH3:27])=[O:24])[CH2:19][C@@H:18]1[F:30].S(S([O-])=O)([O-])=O.[Na+].[Na+].CCOC(C)=O.CCCCCC. Product: [NH2:13][C:6]1[CH:7]=[N:8][C:9]2[C:4]([C:5]=1[NH:16][C@H:17]1[CH2:22][CH2:21][N:20]([C:23]([O:25][C:26]([CH3:29])([CH3:27])[CH3:28])=[O:24])[CH2:19][C@@H:18]1[F:30])=[CH:3][C:2]([Br:1])=[C:11]([F:12])[CH:10]=2. The catalyst class is: 12. (7) Reactant: [CH2:1]([N:3]1[C:7]2=[N:8][C:9]([CH2:28][CH3:29])=[C:10]([CH2:19][NH:20][C:21](=[O:27])[CH2:22][CH2:23][C:24](O)=[O:25])[C:11]([NH:12][CH:13]3[CH2:18][CH2:17][O:16][CH2:15][CH2:14]3)=[C:6]2[CH:5]=[N:4]1)[CH3:2].[Br:30][C:31]1[CH:32]=[C:33]([CH2:38][NH2:39])[CH:34]=[CH:35][C:36]=1[CH3:37].CN(C(ON1N=NC2C=CC=NC1=2)=[N+](C)C)C.F[P-](F)(F)(F)(F)F.C(N(CC)CC)C. Product: [Br:30][C:31]1[CH:32]=[C:33]([CH2:38][NH:39][C:24](=[O:25])[CH2:23][CH2:22][C:21]([NH:20][CH2:19][C:10]2[C:11]([NH:12][CH:13]3[CH2:14][CH2:15][O:16][CH2:17][CH2:18]3)=[C:6]3[CH:5]=[N:4][N:3]([CH2:1][CH3:2])[C:7]3=[N:8][C:9]=2[CH2:28][CH3:29])=[O:27])[CH:34]=[CH:35][C:36]=1[CH3:37]. The catalyst class is: 4. (8) Reactant: [CH3:1][Si:2]([O:13][CH3:14])([O:11][CH3:12])[C:3]1[CH:10]=[CH:9][C:6]([CH:7]=[CH2:8])=[CH:5][CH:4]=1.Br[C:16]1[CH:21]=[CH:20][C:19]([Si:22]([CH3:31])([O:27][CH:28](C)C)[O:23][CH:24](C)C)=[CH:18][CH:17]=1.C(N(CC)CC)C.C1(C)C=CC=CC=1P(C1C=CC=CC=1C)C1C=CC=CC=1C. Product: [CH3:1][Si:2]([O:11][CH3:12])([O:13][CH3:14])[C:3]1[CH:10]=[CH:9][C:6]([CH:7]=[CH:8][C:16]2[CH:17]=[CH:18][C:19]([Si:22]([CH3:31])([O:27][CH3:28])[O:23][CH3:24])=[CH:20][CH:21]=2)=[CH:5][CH:4]=1. The catalyst class is: 164. (9) Reactant: [CH3:1][C:2]1[N:3]([S:18]([C:21]2[CH:26]=[CH:25][CH:24]=[C:23]([CH3:27])[CH:22]=2)(=[O:20])=[O:19])[C:4]([C:12]2[CH:17]=[CH:16][CH:15]=[CH:14][CH:13]=2)=[CH:5][C:6]=1[C:7](OCC)=[O:8].C1(C)C=CC=CC=1.[H-].C([Al+]CC(C)C)C(C)C.Cl. Product: [CH3:1][C:2]1[N:3]([S:18]([C:21]2[CH:26]=[CH:25][CH:24]=[C:23]([CH3:27])[CH:22]=2)(=[O:19])=[O:20])[C:4]([C:12]2[CH:13]=[CH:14][CH:15]=[CH:16][CH:17]=2)=[CH:5][C:6]=1[CH:7]=[O:8]. The catalyst class is: 7. (10) Reactant: [Cl:1][C:2]1[CH:7]=[CH:6][N:5]=[C:4]([C:8](O)=[O:9])[CH:3]=1.[NH2:11][C:12]1[N:17]=[C:16]([C:18]([O:20][CH3:21])=[O:19])[CH:15]=[CH:14][CH:13]=1.CN1CCOCC1. Product: [CH3:21][O:20][C:18]([C:16]1[CH:15]=[CH:14][CH:13]=[C:12]([NH:11][C:8]([C:4]2[CH:3]=[C:2]([Cl:1])[CH:7]=[CH:6][N:5]=2)=[O:9])[N:17]=1)=[O:19]. The catalyst class is: 9.